Dataset: Catalyst prediction with 721,799 reactions and 888 catalyst types from USPTO. Task: Predict which catalyst facilitates the given reaction. (1) Reactant: [C:1]1(B(O)O)[CH:6]=[CH:5][CH:4]=[CH:3][CH:2]=1.Br[C:11]1[CH:12]=[C:13]([C:33]([O:35][CH3:36])=[O:34])[C:14]2[NH:15][C:16]3[CH:17]=[C:18]([S:24]([N:27]4[CH2:32][CH2:31][O:30][CH2:29][CH2:28]4)(=[O:26])=[O:25])[CH:19]=[CH:20][C:21]=3[C:22]=2[N:23]=1.[O-]P([O-])([O-])=O.[K+].[K+].[K+].C1(P(C2CCCCC2)C2C=CC=CC=2C2C(OC)=CC=CC=2OC)CCCCC1. Product: [O:30]1[CH2:31][CH2:32][N:27]([S:24]([C:18]2[CH:19]=[CH:20][C:21]3[C:22]4[N:23]=[C:11]([C:1]5[CH:6]=[CH:5][CH:4]=[CH:3][CH:2]=5)[CH:12]=[C:13]([C:33]([O:35][CH3:36])=[O:34])[C:14]=4[NH:15][C:16]=3[CH:17]=2)(=[O:26])=[O:25])[CH2:28][CH2:29]1. The catalyst class is: 318. (2) Reactant: [ClH:1].[N:2]1[CH:7]=[CH:6][CH:5]=[C:4]([NH:8]/[N:9]=[CH:10]/[C:11](O)=O)[CH:3]=1.Cl[N:15]1C(=O)C[CH2:17][C:16]1=O.C(#N)C=C.C(=O)(O)[O-].[K+].[Cl-].[Na+]. Product: [Cl:1][C:10]1[CH2:11][CH:17]([C:16]#[N:15])[N:8]([C:4]2[CH:3]=[N:2][CH:7]=[CH:6][CH:5]=2)[N:9]=1. The catalyst class is: 84. (3) The catalyst class is: 34. Reactant: [C:1]([NH:4][C:5]1[CH:10]=[C:9]([N:11]2[CH:15]=[C:14]([C:16](O)=[O:17])[C:13]([C:19]3[CH:24]=[CH:23][CH:22]=[CH:21][C:20]=3[Cl:25])=[N:12]2)[C:8]([CH3:26])=[CH:7][N:6]=1)(=[O:3])[CH3:2].C[N:28](C(ON1N=NC2C=CC=CC1=2)=[N+](C)C)C.[B-](F)(F)(F)F.N. Product: [C:1]([NH:4][C:5]1[CH:10]=[C:9]([N:11]2[CH:15]=[C:14]([C:16]([NH2:28])=[O:17])[C:13]([C:19]3[CH:24]=[CH:23][CH:22]=[CH:21][C:20]=3[Cl:25])=[N:12]2)[C:8]([CH3:26])=[CH:7][N:6]=1)(=[O:3])[CH3:2]. (4) Reactant: [F:1][CH2:2][C:3]1[N:4]=[CH:5][C:6]([C:9]([OH:11])=O)=[N:7][CH:8]=1.[NH2:12][C:13]1[CH:14]=[CH:15][C:16]([F:33])=[C:17]([C@:19]23[CH2:27][O:26][C@H:25]([C:28]([F:31])([F:30])[F:29])[C@H:24]2[CH2:23][S:22][C:21]([NH2:32])=[N:20]3)[CH:18]=1.C(P1(=O)OP(CCC)(=O)OP(CCC)(=O)O1)CC.[OH-].[NH4+]. Product: [NH2:32][C:21]1[S:22][CH2:23][C@@H:24]2[C@@H:25]([C:28]([F:31])([F:29])[F:30])[O:26][CH2:27][C@:19]2([C:17]2[CH:18]=[C:13]([NH:12][C:9]([C:6]3[CH:5]=[N:4][C:3]([CH2:2][F:1])=[CH:8][N:7]=3)=[O:11])[CH:14]=[CH:15][C:16]=2[F:33])[N:20]=1. The catalyst class is: 161. (5) Reactant: [CH:1]1([OH:9])[CH2:8][CH2:7][CH2:6][CH2:5][CH2:4][CH:3]=[CH:2]1.C(OC)(=O)C1C=CC=CC=1. Product: [CH:1]1([OH:9])[CH2:8][CH2:7][CH2:6][CH2:5][CH2:4][CH:3]=[CH:2]1. The catalyst class is: 4. (6) Product: [CH3:13][O:12][N:10]([CH3:11])[C:8]([C:6]1[CH:5]=[C:4]([C:14]([F:17])([F:16])[F:15])[N:3]=[C:2](/[CH:26]=[CH:27]/[CH2:28][NH:29][C:30](=[O:33])[O:31][CH3:32])[CH:7]=1)=[O:9]. Reactant: Br[C:2]1[CH:7]=[C:6]([C:8]([N:10]([O:12][CH3:13])[CH3:11])=[O:9])[CH:5]=[C:4]([C:14]([F:17])([F:16])[F:15])[N:3]=1.CC1(C)C(C)(C)OB(/[CH:26]=[CH:27]/[CH2:28][NH:29][C:30](=[O:33])[O:31][CH3:32])O1.C(=O)([O-])[O-].[K+].[K+].C(OCC)(=O)C. The catalyst class is: 104. (7) Reactant: [CH2:1]([O:5][CH2:6][CH2:7][CH2:8][NH2:9])[CH2:2][CH2:3][CH3:4].Cl[C:11]1[C:20]2[C:15](=[CH:16][CH:17]=[CH:18][N:19]=2)[N:14]=[CH:13][C:12]=1[N+:21]([O-:23])=[O:22].C(N(CC)CC)C.O. Product: [CH2:1]([O:5][CH2:6][CH2:7][CH2:8][NH:9][C:11]1[C:20]2[C:15](=[CH:16][CH:17]=[CH:18][N:19]=2)[N:14]=[CH:13][C:12]=1[N+:21]([O-:23])=[O:22])[CH2:2][CH2:3][CH3:4]. The catalyst class is: 4.